Dataset: Forward reaction prediction with 1.9M reactions from USPTO patents (1976-2016). Task: Predict the product of the given reaction. (1) Given the reactants Cl[C:2]1[C:7]([C:8]([O:10][CH2:11][CH3:12])=[O:9])=[CH:6][N:5]=[C:4]([S:13][CH3:14])[N:3]=1.[CH2:15]([N:17](CC)CC)[CH3:16].C(N)C, predict the reaction product. The product is: [CH2:15]([NH:17][C:2]1[C:7]([C:8]([O:10][CH2:11][CH3:12])=[O:9])=[CH:6][N:5]=[C:4]([S:13][CH3:14])[N:3]=1)[CH3:16]. (2) Given the reactants [CH3:1][C:2]1[CH:10]=[CH:9][CH:8]=[C:7]2[C:3]=1/[C:4](=[CH:12]/[C:13]1[NH:17][C:16]([CH3:18])=[C:15]([C:19](O)=[O:20])[C:14]=1[CH3:22])/[C:5](=[O:11])[NH:6]2.Cl.C(N=C=NCCCN(C)C)C.OC1C2N=NNC=2C=CC=1.C(N(CC)CC)C.[NH2:52][C:53]1[CH:58]=[CH:57][CH:56]=[CH:55][C:54]=1[NH:59][C:60](=[O:71])[C:61]1[CH:66]=[CH:65][C:64]([NH:67][CH2:68][CH2:69][NH2:70])=[N:63][CH:62]=1, predict the reaction product. The product is: [NH2:52][C:53]1[CH:58]=[CH:57][CH:56]=[CH:55][C:54]=1[NH:59][C:60](=[O:71])[C:61]1[CH:66]=[CH:65][C:64]([NH:67][CH2:68][CH2:69][NH:70][C:19]([C:15]2[C:14]([CH3:22])=[C:13](/[CH:12]=[C:4]3\[C:5](=[O:11])[NH:6][C:7]4[C:3]\3=[C:2]([CH3:1])[CH:10]=[CH:9][CH:8]=4)[NH:17][C:16]=2[CH3:18])=[O:20])=[N:63][CH:62]=1. (3) Given the reactants [NH2:1][C:2]1[CH:7]=[C:6]([Cl:8])[N:5]=[C:4]([S:9][CH3:10])[N:3]=1.CO[CH:13](OC)[CH2:14]Br, predict the reaction product. The product is: [Cl:8][C:6]1[N:5]=[C:4]([S:9][CH3:10])[N:3]2[CH:13]=[CH:14][N:1]=[C:2]2[CH:7]=1. (4) Given the reactants [Cl:1][C:2]1[C:11]2[N:10]([CH3:12])[O:9][C@H:8]3[NH:13][C@H:14]([C:16]([O:18][C@@H:19]4[C@:28]5([OH:29])[C@@H:23]([C@H:24]([CH:31]([CH3:34])[CH2:32][OH:33])[CH2:25][CH2:26][C@H:27]5[CH3:30])[CH:22]=[C:21]([CH3:35])[C@H:20]4[O:36][C:37](=[O:39])[CH3:38])=[O:17])[CH2:15][C@@:7]3([OH:40])[C:6]=2[CH:5]=[CH:4][CH:3]=1.[C:41](OC(=O)C)(=[O:43])[CH3:42], predict the reaction product. The product is: [Cl:1][C:2]1[C:11]2[N:10]([CH3:12])[O:9][C@H:8]3[NH:13][C@H:14]([C:16]([O:18][C@@H:19]4[C@:28]5([OH:29])[C@@H:23]([C@@H:24]([CH:31]([CH3:34])[CH2:32][O:33][C:41](=[O:43])[CH3:42])[CH2:25][CH2:26][C@H:27]5[CH3:30])[CH:22]=[C:21]([CH3:35])[C@H:20]4[O:36][C:37](=[O:39])[CH3:38])=[O:17])[CH2:15][C@@:7]3([OH:40])[C:6]=2[CH:5]=[CH:4][CH:3]=1. (5) The product is: [CH3:34][C:33]([CH3:36])([CH3:35])[C:32]([O:38][CH2:39][O:6][C:5](=[O:7])[C:4]1[CH:8]=[CH:9][CH:10]=[C:11]([CH2:12][CH:13]([NH:27][C:28](=[O:31])[CH2:29][CH3:30])[B:14]2[O:22][CH:21]3[C:16]([CH3:26])([CH:17]4[CH2:23][CH:19]([CH2:20]3)[C:18]4([CH3:25])[CH3:24])[O:15]2)[C:3]=1[O:2][CH3:1])=[O:37]. Given the reactants [CH3:1][O:2][C:3]1[C:11]([CH2:12][CH:13]([NH:27][C:28](=[O:31])[CH2:29][CH3:30])[B:14]2[O:22][CH:21]3[C:16]([CH3:26])([CH:17]4[CH2:23][CH:19]([CH2:20]3)[C:18]4([CH3:25])[CH3:24])[O:15]2)=[CH:10][CH:9]=[CH:8][C:4]=1[C:5]([OH:7])=[O:6].[C:32]([O:38][CH2:39]Cl)(=[O:37])[C:33]([CH3:36])([CH3:35])[CH3:34], predict the reaction product. (6) Given the reactants [NH2:1][C:2]1[CH:3]=[C:4]([CH:22]=[CH:23][CH:24]=1)[CH2:5][N:6]1[C:14]2[CH:13]=[C:12]([NH:15][C:16]3[CH:20]=[CH:19][N:18]([CH3:21])[N:17]=3)[N:11]=[CH:10][C:9]=2[CH:8]=[N:7]1.CCN(C(C)C)C(C)C.[C:34](Cl)(=[O:37])[CH:35]=[CH2:36], predict the reaction product. The product is: [CH3:21][N:18]1[CH:19]=[CH:20][C:16]([NH:15][C:12]2[N:11]=[CH:10][C:9]3[CH:8]=[N:7][N:6]([CH2:5][C:4]4[CH:3]=[C:2]([NH:1][C:34](=[O:37])[CH:35]=[CH2:36])[CH:24]=[CH:23][CH:22]=4)[C:14]=3[CH:13]=2)=[N:17]1.